This data is from Forward reaction prediction with 1.9M reactions from USPTO patents (1976-2016). The task is: Predict the product of the given reaction. (1) The product is: [K+:38].[K+:38].[C:1]([NH:4][CH2:5][C@@H:6]1[O:10][C:9](=[O:11])[N:8]([C:12]2[CH:17]=[C:16]([F:18])[C:15]([N:19]3[CH2:24][CH2:23][C:22]([O:28][P:29](=[O:30])([O-:31])[O-:32])([CH2:25][O:26][CH3:27])[CH2:21][CH2:20]3)=[C:14]([F:33])[CH:13]=2)[CH2:7]1)(=[O:3])[CH3:2]. Given the reactants [C:1]([NH:4][CH2:5][C@@H:6]1[O:10][C:9](=[O:11])[N:8]([C:12]2[CH:17]=[C:16]([F:18])[C:15]([N:19]3[CH2:24][CH2:23][C:22]([O:28][P:29](=[O:32])([OH:31])[OH:30])([CH2:25][O:26][CH3:27])[CH2:21][CH2:20]3)=[C:14]([F:33])[CH:13]=2)[CH2:7]1)(=[O:3])[CH3:2].C(=O)([O-])[O-].[K+:38].[K+], predict the reaction product. (2) Given the reactants N#N.[CH2:3]([N:10]1[CH2:15][CH2:14][C:13](O)([OH:16])[C:12]([F:19])([F:18])[CH2:11]1)[C:4]1[CH:9]=[CH:8][CH:7]=[CH:6][CH:5]=1.[BH4-].[Na+].C([O-])(O)=O.[Na+], predict the reaction product. The product is: [CH2:3]([N:10]1[CH2:15][CH2:14][CH:13]([OH:16])[C:12]([F:19])([F:18])[CH2:11]1)[C:4]1[CH:5]=[CH:6][CH:7]=[CH:8][CH:9]=1. (3) Given the reactants [NH2:1][C:2]1[C:3]2[C:10]([C:11]([C:13]3[CH:14]=[CH:15][C:16]([O:31][CH3:32])=[C:17]([NH:19][C:20]([NH:22][C:23]4[CH:28]=[CH:27][C:26]([Cl:29])=[CH:25][C:24]=4[Cl:30])=[O:21])[CH:18]=3)=[O:12])=[CH:9][N:8]([CH:33]([CH3:35])[CH3:34])[C:4]=2[N:5]=[CH:6][N:7]=1.C(O)C.ClCCl.[CH3:42][S:43]([OH:46])(=[O:45])=[O:44], predict the reaction product. The product is: [NH2:1][C:2]1[C:3]2[C:10]([C:11]([C:13]3[CH:14]=[CH:15][C:16]([O:31][CH3:32])=[C:17]([NH:19][C:20]([NH:22][C:23]4[CH:28]=[CH:27][C:26]([Cl:29])=[CH:25][C:24]=4[Cl:30])=[O:21])[CH:18]=3)=[O:12])=[CH:9][N:8]([CH:33]([CH3:35])[CH3:34])[C:4]=2[N:5]=[CH:6][N:7]=1.[S:43]([O-:46])(=[O:45])(=[O:44])[CH3:42]. (4) Given the reactants N1C=CN=C1.[OH:6][C:7]1[CH:14]=[CH:13][C:10]([CH:11]=[O:12])=[CH:9][CH:8]=1.[Si:15](Cl)([C:18]([CH3:21])([CH3:20])[CH3:19])([CH3:17])[CH3:16].O, predict the reaction product. The product is: [Si:15]([O:6][C:7]1[CH:14]=[CH:13][C:10]([CH:11]=[O:12])=[CH:9][CH:8]=1)([C:18]([CH3:21])([CH3:20])[CH3:19])([CH3:17])[CH3:16]. (5) Given the reactants CS(O[CH2:6][C:7]1[CH:12]=[CH:11][CH:10]=[C:9]([C:13]([C:16]2[CH:21]=[C:20]([N+:22]([O-:24])=[O:23])[CH:19]=[C:18]([Br:25])[CH:17]=2)([CH3:15])[CH3:14])[CH:8]=1)(=O)=O.[CH3:26][N:27]1[CH2:32][CH2:31][NH:30][CH2:29][CH2:28]1.CCN(C(C)C)C(C)C, predict the reaction product. The product is: [Br:25][C:18]1[CH:17]=[C:16]([C:13]([C:9]2[CH:8]=[C:7]([CH:12]=[CH:11][CH:10]=2)[CH2:6][N:30]2[CH2:31][CH2:32][N:27]([CH3:26])[CH2:28][CH2:29]2)([CH3:15])[CH3:14])[CH:21]=[C:20]([N+:22]([O-:24])=[O:23])[CH:19]=1. (6) Given the reactants [N:1]1(C(OC(C)(C)C)=O)[CH:5]=[CH:4][N:3]=[CH:2]1.C([Li])CCC.[CH:18]1([CH2:24][CH2:25][CH2:26][C@@H:27]([C:36]2[O:40][N:39]=[C:38]([CH2:41]OS(C3C=CC(C)=CC=3)(=O)=O)[N:37]=2)[CH2:28][C:29]([O:31][C:32]([CH3:35])([CH3:34])[CH3:33])=[O:30])[CH2:23][CH2:22][CH2:21][CH2:20][CH2:19]1, predict the reaction product. The product is: [CH:18]1([CH2:24][CH2:25][CH2:26][C@@H:27]([C:36]2[O:40][N:39]=[C:38]([CH2:41][C:2]3[NH:1][CH:5]=[CH:4][N:3]=3)[N:37]=2)[CH2:28][C:29]([O:31][C:32]([CH3:35])([CH3:33])[CH3:34])=[O:30])[CH2:23][CH2:22][CH2:21][CH2:20][CH2:19]1. (7) The product is: [CH2:9]([O:8][C:1](=[O:7])[C:2](=[O:4])[CH2:23][C:22]([C:19]1[CH:18]=[CH:17][C:16]([CH3:15])=[CH:21][N:20]=1)=[O:24])[CH3:10]. Given the reactants [C:1]([O:8][CH2:9][CH3:10])(=[O:7])[C:2]([O:4]CC)=O.[O-]CC.[Na+].[CH3:15][C:16]1[CH:17]=[CH:18][C:19]([C:22](=[O:24])[CH3:23])=[N:20][CH:21]=1.O, predict the reaction product. (8) Given the reactants [CH:1]1([C@H:5]([NH:7][C:8]2[N:16]=[C:15]([C:17](=[N:19][OH:20])[NH2:18])[N:14]=[C:13]3[C:9]=2[N:10]([CH2:29][C@H:30]2[CH2:35][CH2:34][C@H:33]([CH3:36])[CH2:32][CH2:31]2)[C:11]([C:21]([C:23]2[CH:28]=[CH:27][CH:26]=[CH:25][CH:24]=2)=[CH2:22])=[N:12]3)[CH3:6])[CH2:4][CH2:3][CH2:2]1.[C:37](N1C=CN=C1)(N1C=CN=C1)=[O:38].N12CCCN=C1CCCCC2, predict the reaction product. The product is: [CH:1]1([C@H:5]([NH:7][C:8]2[N:16]=[C:15]([C:17]3[NH:18][C:37](=[O:38])[O:20][N:19]=3)[N:14]=[C:13]3[C:9]=2[N:10]([CH2:29][C@H:30]2[CH2:35][CH2:34][C@H:33]([CH3:36])[CH2:32][CH2:31]2)[C:11]([C:21]([C:23]2[CH:28]=[CH:27][CH:26]=[CH:25][CH:24]=2)=[CH2:22])=[N:12]3)[CH3:6])[CH2:2][CH2:3][CH2:4]1.